This data is from Forward reaction prediction with 1.9M reactions from USPTO patents (1976-2016). The task is: Predict the product of the given reaction. Given the reactants C(OC([N:11]1C[C@H](O)C[C@H]1C(O)=O)=O)C1C=CC=CC=1.C(O[C:28]1[C:47]([O:48][CH3:49])=[CH:46][C:31]([C:32]([N:34]2[CH:38]=[C:37](CC(OC)=O)[CH2:36][C@H:35]2[CH2:44]O)=[O:33])=[C:30]([N+]([O-])=O)[CH:29]=1)C1C=CC=CC=1.NO.[N+](O)([O-])=O, predict the reaction product. The product is: [CH3:49][O:48][C:47]1[C:46]2[N:11]=[CH:44][C@@H:35]3[CH2:36][CH2:37][CH2:38][N:34]3[C:32](=[O:33])[C:31]=2[CH:30]=[CH:29][CH:28]=1.